From a dataset of Reaction yield outcomes from USPTO patents with 853,638 reactions. Predict the reaction yield, written as a fraction of the theoretical maximum amount of product (1.0 means a 100% yield; for example, 0.34 means a 34% yield). (1) The reactants are [Si]([O:18][CH2:19][C:20]1[S:24][C:23]([C:25]2[CH:26]=[CH:27][C:28]([N+:42]([O-:44])=[O:43])=[C:29]([NH:31][C:32](=[O:41])[C:33]3[CH:38]=[CH:37][C:36]([O:39][CH3:40])=[CH:35][CH:34]=3)[CH:30]=2)=[CH:22][CH:21]=1)(C(C)(C)C)(C1C=CC=CC=1)C1C=CC=CC=1.[F-].C([N+](CCCC)(CCCC)CCCC)CCC.C1COCC1. The catalyst is CCOC(C)=O. The product is [OH:18][CH2:19][C:20]1[S:24][C:23]([C:25]2[CH:26]=[CH:27][C:28]([N+:42]([O-:44])=[O:43])=[C:29]([NH:31][C:32](=[O:41])[C:33]3[CH:38]=[CH:37][C:36]([O:39][CH3:40])=[CH:35][CH:34]=3)[CH:30]=2)=[CH:22][CH:21]=1. The yield is 0.750. (2) The reactants are Cl[C:2]1[N:7]=[C:6]([NH:8][CH2:9][C:10]#[CH:11])[N:5]=[C:4]([NH:12][CH2:13][CH2:14][CH3:15])[CH:3]=1.Cl.[CH3:17][O:18][NH:19][CH3:20].O. The catalyst is N1C=CC=CC=1. The product is [CH3:17][O:18][N:19]([CH3:20])[C:2]1[CH:3]=[C:4]([NH:12][CH2:13][CH2:14][CH3:15])[N:5]=[C:6]([NH:8][CH2:9][C:10]#[CH:11])[N:7]=1. The yield is 0.420. (3) The reactants are [OH:1][C@@:2]1([CH3:15])[CH2:6][CH2:5][N:4]([C:7]([O:9][C:10]([CH3:13])([CH3:12])[CH3:11])=[O:8])[C@H:3]1[CH3:14].O.I([O-])(=O)(=O)=[O:18].[Na+]. The catalyst is C(OCC)(=O)C.O.[Ru](=O)=O. The product is [OH:1][C@@:2]1([CH3:15])[CH2:6][C:5](=[O:18])[N:4]([C:7]([O:9][C:10]([CH3:13])([CH3:12])[CH3:11])=[O:8])[C@H:3]1[CH3:14]. The yield is 0.340. (4) The reactants are [Cl:1][C:2]1[C:3]([O:12][C:13]2[CH:18]=[C:17]([O:19][CH2:20][CH2:21][CH2:22][O:23][CH3:24])[CH:16]=[CH:15][C:14]=2/[CH:25]=[CH:26]/[C:27]([OH:29])=[O:28])=[N:4][CH:5]=[C:6]([C:8]([F:11])([F:10])[F:9])[CH:7]=1. The catalyst is O1CCCC1. The product is [Cl:1][C:2]1[C:3]([O:12][C:13]2[CH:18]=[C:17]([O:19][CH2:20][CH2:21][CH2:22][O:23][CH3:24])[CH:16]=[CH:15][C:14]=2[CH2:25][CH2:26][C:27]([OH:29])=[O:28])=[N:4][CH:5]=[C:6]([C:8]([F:9])([F:11])[F:10])[CH:7]=1. The yield is 0.430. (5) The reactants are [F:1][C:2]1[C:8](F)=[CH:7][C:5]([NH2:6])=[C:4]([N+:10]([O-:12])=[O:11])[CH:3]=1.[F:13][C:14]1[CH:21]=[CH:20][C:17]([CH2:18][NH2:19])=[CH:16][CH:15]=1.CCN(CC)CC. The catalyst is CS(C)=O.II. The product is [F:1][C:2]1[C:8]([NH:19][CH2:18][C:17]2[CH:20]=[CH:21][C:14]([F:13])=[CH:15][CH:16]=2)=[CH:7][C:5]([NH2:6])=[C:4]([N+:10]([O-:12])=[O:11])[CH:3]=1. The yield is 0.520. (6) The reactants are [CH3:1][C:2]1[CH:13]=[C:12]([CH3:14])[CH:11]=[C:10]([CH:15]2[CH2:19][CH2:18][O:17][CH2:16]2)[C:3]=1[O:4][CH2:5][C:6](OC)=[O:7].O.[NH2:21][NH2:22]. The catalyst is CCO. The product is [CH3:1][C:2]1[CH:13]=[C:12]([CH3:14])[CH:11]=[C:10]([CH:15]2[CH2:19][CH2:18][O:17][CH2:16]2)[C:3]=1[O:4][CH2:5][C:6]([NH:21][NH2:22])=[O:7]. The yield is 0.560. (7) The reactants are [N:1]1[N:5]2[CH:6]=[CH:7][CH:8]=[CH:9][C:4]2=[C:3]([C:10]2[N:18]=[C:17]3[C:13]([N:14]=[C:15]([NH2:25])[N:16]3[CH:19]3[CH2:24][CH2:23][O:22][CH2:21][CH2:20]3)=[CH:12][N:11]=2)[CH:2]=1.CCN(C(C)C)C(C)C.Br[CH2:36][CH2:37][CH2:38][C:39](Cl)=[O:40]. The catalyst is CN(C=O)C. The product is [N:1]1[N:5]2[CH:6]=[CH:7][CH:8]=[CH:9][C:4]2=[C:3]([C:10]2[N:18]=[C:17]3[C:13]([N:14]=[C:15]([N:25]4[CH2:36][CH2:37][CH2:38][C:39]4=[O:40])[N:16]3[CH:19]3[CH2:20][CH2:21][O:22][CH2:23][CH2:24]3)=[CH:12][N:11]=2)[CH:2]=1. The yield is 0.0600.